This data is from Catalyst prediction with 721,799 reactions and 888 catalyst types from USPTO. The task is: Predict which catalyst facilitates the given reaction. (1) Reactant: Br[C:2]1[CH:7]=[CH:6][C:5]([N:8]2[C:20]3[CH:19]=[CH:18][CH:17]=[CH:16][C:15]=3[C:14]3[C:9]2=[CH:10][CH:11]=[CH:12][CH:13]=3)=[CH:4][CH:3]=1.C([Li])CCC.[B:26](OC)([O:29]C)[O:27]C.Cl. Product: [CH:10]1[C:9]2[N:8]([C:5]3[CH:4]=[CH:3][C:2]([B:26]([OH:29])[OH:27])=[CH:7][CH:6]=3)[C:20]3[C:15](=[CH:16][CH:17]=[CH:18][CH:19]=3)[C:14]=2[CH:13]=[CH:12][CH:11]=1. The catalyst class is: 7. (2) Reactant: C([O:3][C:4]([C@@H:6]1[CH2:11][CH2:10][C@@H:9]([NH:12][C@@H:13]([C:15]2[CH:20]=[CH:19][CH:18]=[CH:17][CH:16]=2)[CH3:14])[C@@H:8]([F:21])[CH2:7]1)=[O:5])C.[OH-].[Li+].C(O)(=O)C. Product: [C:4]([OH:5])(=[O:3])[CH3:6].[F:21][C@@H:8]1[C@H:9]([NH:12][C@@H:13]([C:15]2[CH:20]=[CH:19][CH:18]=[CH:17][CH:16]=2)[CH3:14])[CH2:10][CH2:11][C@@H:6]([C:4]([OH:5])=[O:3])[CH2:7]1. The catalyst class is: 5. (3) Reactant: [C:1]([C:3]1[CH:4]=[CH:5][C:6]2[O:10][C:9]([C:11]([NH:13][CH:14]([C:19]3[CH:24]=[CH:23][CH:22]=[C:21]([C:25]([F:28])([F:27])[F:26])[CH:20]=3)[C:15]([F:18])([F:17])[F:16])=[O:12])=[CH:8][C:7]=2[CH:29]=1)#[N:2].Cl. Product: [NH2:2][CH2:1][C:3]1[CH:4]=[CH:5][C:6]2[O:10][C:9]([C:11]([NH:13][CH:14]([C:19]3[CH:24]=[CH:23][CH:22]=[C:21]([C:25]([F:28])([F:26])[F:27])[CH:20]=3)[C:15]([F:16])([F:17])[F:18])=[O:12])=[CH:8][C:7]=2[CH:29]=1. The catalyst class is: 19. (4) Reactant: [N+:1]([O-:4])(O)=[O:2].[Br:5][C:6]1[CH:11]=[CH:10][C:9]([OH:12])=[C:8]([C:13]([CH3:16])([CH3:15])[CH3:14])[CH:7]=1.CCOCC. Product: [Br:5][C:6]1[CH:11]=[C:10]([N+:1]([O-:4])=[O:2])[C:9]([OH:12])=[C:8]([C:13]([CH3:16])([CH3:15])[CH3:14])[CH:7]=1. The catalyst class is: 81.